Task: Predict the reaction yield, written as a fraction of the theoretical maximum amount of product (1.0 means a 100% yield; for example, 0.34 means a 34% yield).. Dataset: Reaction yield outcomes from USPTO patents with 853,638 reactions (1) The product is [C:18]([O:21][CH2:22][CH2:23][C@@:24]1([O:60][CH2:61][C:62]2[CH:63]=[CH:64][CH:65]=[CH:66][CH:67]=2)[C@@:28]([CH2:38][O:39][S:40]([C:43]2[CH:48]=[CH:47][C:46]([CH3:49])=[CH:45][CH:44]=2)(=[O:42])=[O:41])([CH2:29][O:30][CH2:31][C:32]2[CH:33]=[CH:34][CH:35]=[CH:36][CH:37]=2)[O:27][C@@H:26]([N:50]2[CH:57]=[C:56]([CH3:58])[C:54](=[O:55])[NH:53][C:51]2=[O:52])[C@@H:25]1[O:59][CH2:4][CH:3]([O:2][CH3:1])[CH3:5])(=[O:20])[CH3:19]. The reactants are [CH3:1][O:2][C:3](=[CH2:5])[CH3:4].O.C1(C)C=CC(S(O)(=O)=O)=CC=1.[C:18]([O:21][CH2:22][CH2:23][C@@:24]1([O:60][CH2:61][C:62]2[CH:67]=[CH:66][CH:65]=[CH:64][CH:63]=2)[C@@:28]([CH2:38][O:39][S:40]([C:43]2[CH:48]=[CH:47][C:46]([CH3:49])=[CH:45][CH:44]=2)(=[O:42])=[O:41])([CH2:29][O:30][CH2:31][C:32]2[CH:37]=[CH:36][CH:35]=[CH:34][CH:33]=2)[O:27][C@@H:26]([N:50]2[CH:57]=[C:56]([CH3:58])[C:54](=[O:55])[NH:53][C:51]2=[O:52])[C@@H:25]1[OH:59])(=[O:20])[CH3:19].C(=O)(O)[O-].[Na+]. The catalyst is ClCCl. The yield is 0.850. (2) The reactants are [Br:1][C:2]1[N:7]=[C:6]([C@@:8]([NH:22][S@@](C(C)(C)C)=O)([C@@H:10]([F:21])[C@H:11]([O:16][Si](C)(C)C)[C:12]([F:15])([F:14])[F:13])[CH3:9])[C:5]([F:29])=[CH:4][CH:3]=1.Cl.C([O-])(O)=O.[Na+]. The catalyst is O1CCCC1. The product is [NH2:22][C@@:8]([C:6]1[C:5]([F:29])=[CH:4][CH:3]=[C:2]([Br:1])[N:7]=1)([CH3:9])[C@@H:10]([F:21])[C@H:11]([OH:16])[C:12]([F:14])([F:13])[F:15]. The yield is 0.289. (3) The reactants are [CH3:1][O:2][C:3]1[CH:4]=[C:5]([CH:11]=[CH:12][C:13]=1[O:14][CH2:15][CH:16]1[CH2:21][CH2:20][N:19]([CH3:22])[CH2:18][CH2:17]1)[C:6]([O:8][CH2:9][CH3:10])=[O:7].C(O)(C(F)(F)F)=O.[N+:30]([O-])([OH:32])=[O:31]. The catalyst is C(Cl)Cl. The product is [CH3:1][O:2][C:3]1[CH:4]=[C:5]([C:11]([N+:30]([O-:32])=[O:31])=[CH:12][C:13]=1[O:14][CH2:15][CH:16]1[CH2:17][CH2:18][N:19]([CH3:22])[CH2:20][CH2:21]1)[C:6]([O:8][CH2:9][CH3:10])=[O:7]. The yield is 0.820. (4) The reactants are [C:1](C1C=CC=CC=1OC1CN([C@@H]([CH2:2][CH:1]2[CH2:4]CCC[CH2:3]2)C(O)=O)C(=O)C=1)([CH3:4])([CH3:3])[CH3:2].Cl.CN(C)[CH2:32][CH2:33][CH2:34]N=C=NCC.[CH:41](N(CC)C(C)C)(C)C.ON1C2C=CC=CC=2N=N1.Cl.[OH:61][C@@H:62]([CH2:92]O)[CH2:63][N:64]1[CH:68]=[CH:67][C:66]([NH:69][C:70](=[O:91])[C@@H:71]([N:76]2[CH2:80][C:79]([O:81][C:82]3[CH:87]=[CH:86][CH:85]=[C:84](Cl)[C:83]=3Cl)=[CH:78][C:77]2=[O:90])[CH2:72][CH:73]([CH3:75])[CH3:74])=[N:65]1. The catalyst is ClCCl.C(OCC)(=O)C. The product is [C:1]([C:83]1[CH:84]=[CH:85][CH:86]=[CH:87][C:82]=1[O:81][C:79]1[CH2:80][N:76]([C@@H:71]([CH2:72][CH:73]2[CH2:74][CH2:34][CH2:33][CH2:32][CH2:75]2)[C:70]([NH:69][C:66]2[CH:67]=[CH:68][N:64]([CH2:63][C:62]([OH:61])([CH3:92])[CH3:41])[N:65]=2)=[O:91])[C:77](=[O:90])[CH:78]=1)([CH3:4])([CH3:3])[CH3:2]. The yield is 0.540. (5) The reactants are [CH2:1]([O:8][C:9]1[C:13]([CH2:14][CH2:15][CH2:16][OH:17])=[CH:12][N:11]([C:18]2[CH:23]=[CH:22][C:21]([C:24]([F:27])([F:26])[F:25])=[CH:20][N:19]=2)[N:10]=1)[C:2]1[CH:7]=[CH:6][CH:5]=[CH:4][CH:3]=1.[CH2:28]([O:30][C:31]1[CH:36]=[C:35](O)[CH:34]=[CH:33][C:32]=1[CH2:38][CH2:39][C:40]([O:42][CH3:43])=[O:41])[CH3:29].C1(P(C2C=CC=CC=2)C2C=CC=CC=2)C=CC=CC=1.N(C(OC(C)C)=O)=NC(OC(C)C)=O. The catalyst is C(OCC)(=O)C.CCCCCC.O1CCCC1. The product is [CH2:1]([O:8][C:9]1[C:13]([CH2:14][CH2:15][CH2:16][O:17][C:35]2[CH:34]=[CH:33][C:32]([CH2:38][CH2:39][C:40]([O:42][CH3:43])=[O:41])=[C:31]([O:30][CH2:28][CH3:29])[CH:36]=2)=[CH:12][N:11]([C:18]2[CH:23]=[CH:22][C:21]([C:24]([F:26])([F:25])[F:27])=[CH:20][N:19]=2)[N:10]=1)[C:2]1[CH:7]=[CH:6][CH:5]=[CH:4][CH:3]=1. The yield is 0.940.